Dataset: Forward reaction prediction with 1.9M reactions from USPTO patents (1976-2016). Task: Predict the product of the given reaction. (1) The product is: [Br:24][C:21]1[CH:22]=[CH:23][C:18]([NH:17][C:8]2[C:7]([C:5]([OH:6])=[O:4])=[CH:12][N:11]3[CH:13]=[CH:14][N:15]=[C:10]3[C:9]=2[Cl:16])=[C:19]([Cl:25])[CH:20]=1. Given the reactants [OH-].[Na+].C[O:4][C:5]([C:7]1[C:8]([NH:17][C:18]2[CH:23]=[CH:22][C:21]([Br:24])=[CH:20][C:19]=2[Cl:25])=[C:9]([Cl:16])[C:10]2[N:11]([CH:13]=[CH:14][N:15]=2)[CH:12]=1)=[O:6], predict the reaction product. (2) Given the reactants Br[C:2]1[O:23][C:5]2[N:6]([CH3:22])[CH:7]=[C:8]([C:11]([NH:13][CH2:14][C:15]3[CH:20]=[CH:19][C:18]([Cl:21])=[CH:17][CH:16]=3)=[O:12])[C:9](=[O:10])[C:4]=2[CH:3]=1.[N:24]1[CH:29]=[CH:28][CH:27]=[C:26]([CH:30]([OH:34])[CH2:31][C:32]#[CH:33])[CH:25]=1, predict the reaction product. The product is: [Cl:21][C:18]1[CH:19]=[CH:20][C:15]([CH2:14][NH:13][C:11]([C:8]2[C:9](=[O:10])[C:4]3[CH:3]=[C:2]([C:33]#[C:32][CH2:31][CH:30]([OH:34])[C:26]4[CH:25]=[N:24][CH:29]=[CH:28][CH:27]=4)[O:23][C:5]=3[N:6]([CH3:22])[CH:7]=2)=[O:12])=[CH:16][CH:17]=1. (3) Given the reactants Cl.[CH2:2]([N:9]1[C:17]2[C:12](=[N:13][CH:14]=[C:15]([Br:27])[C:16]=2[O:18][CH2:19][C:20]2[CH:25]=[CH:24][C:23]([F:26])=[CH:22][CH:21]=2)[C:11]([CH3:28])=[C:10]1[CH3:29])[C:3]1[CH:8]=[CH:7][CH:6]=[CH:5][CH:4]=1.C(=O)([O-])[O-].[Na+].[Na+], predict the reaction product. The product is: [CH2:2]([N:9]1[C:17]2[C:12](=[N:13][CH:14]=[C:15]([Br:27])[C:16]=2[O:18][CH2:19][C:20]2[CH:21]=[CH:22][C:23]([F:26])=[CH:24][CH:25]=2)[C:11]([CH3:28])=[C:10]1[CH3:29])[C:3]1[CH:4]=[CH:5][CH:6]=[CH:7][CH:8]=1. (4) Given the reactants [F:1][C:2]1[CH:7]=[C:6]([F:8])[CH:5]=[CH:4][C:3]=1[N:9]1[CH:13]=[N:12][N:11]=[C:10]1[C:14]1[S:15][C:16]2[CH2:17][CH2:18][O:19][C:20]3[CH:27]=[CH:26][C:25]([C:28]([OH:30])=O)=[CH:24][C:21]=3[C:22]=2[N:23]=1.[Cl-].[NH4+:32], predict the reaction product. The product is: [F:1][C:2]1[CH:7]=[C:6]([F:8])[CH:5]=[CH:4][C:3]=1[N:9]1[CH:13]=[N:12][N:11]=[C:10]1[C:14]1[S:15][C:16]2[CH2:17][CH2:18][O:19][C:20]3[CH:27]=[CH:26][C:25]([C:28]([NH2:32])=[O:30])=[CH:24][C:21]=3[C:22]=2[N:23]=1. (5) Given the reactants [CH3:1][O:2][C:3]1[CH:4]=[C:5]([CH:21]=[CH:22][C:23]=1[O:24][CH3:25])[CH2:6][CH:7]1[C:16]2[C:11](=[C:12]([O:19][CH3:20])[CH:13]=[CH:14][C:15]=2[O:17][CH3:18])[CH2:10][CH2:9][NH:8]1.Br[CH2:27][C:28](Br)=[O:29].[F:31][C:32]1[CH:39]=[CH:38][CH:37]=[CH:36][C:33]=1[CH2:34][NH2:35], predict the reaction product. The product is: [CH3:1][O:2][C:3]1[CH:4]=[C:5]([CH:21]=[CH:22][C:23]=1[O:24][CH3:25])[CH2:6][CH:7]1[C:16]2[C:11](=[C:12]([O:19][CH3:20])[CH:13]=[CH:14][C:15]=2[O:17][CH3:18])[CH2:10][CH2:9][N:8]1[CH2:27][C:28]([NH:35][CH2:34][C:33]1[CH:36]=[CH:37][CH:38]=[CH:39][C:32]=1[F:31])=[O:29]. (6) Given the reactants [F:1][C:2]([F:11])([F:10])[C:3]1[N:8]=[CH:7][N:6]=[C:5]([NH2:9])[CH:4]=1.C[Si]([N-][Si](C)(C)C)(C)C.[Li+].[CH3:22][O:23][C:24]1[CH:29]=[C:28]([C:30]([F:33])([F:32])[F:31])[CH:27]=[CH:26][C:25]=1[C:34]1[C:43]2[C:38](=[CH:39][C:40]([S:44](OC3C(F)=C(F)C(F)=C(F)C=3F)(=[O:46])=[O:45])=[CH:41][CH:42]=2)[CH:37]=[CH:36][N:35]=1, predict the reaction product. The product is: [CH3:22][O:23][C:24]1[CH:29]=[C:28]([C:30]([F:31])([F:32])[F:33])[CH:27]=[CH:26][C:25]=1[C:34]1[C:43]2[C:38](=[CH:39][C:40]([S:44]([NH:9][C:5]3[CH:4]=[C:3]([C:2]([F:1])([F:10])[F:11])[N:8]=[CH:7][N:6]=3)(=[O:46])=[O:45])=[CH:41][CH:42]=2)[CH:37]=[CH:36][N:35]=1.